This data is from Reaction yield outcomes from USPTO patents with 853,638 reactions. The task is: Predict the reaction yield, written as a fraction of the theoretical maximum amount of product (1.0 means a 100% yield; for example, 0.34 means a 34% yield). (1) The reactants are I[C:2]1[C:10]2[C:5](=[CH:6][C:7]([C@H:11]3[C@@:13]4([C:21]5[C:16](=[CH:17][CH:18]=[CH:19][CH:20]=5)[NH:15][C:14]4=[O:22])[CH2:12]3)=[CH:8][CH:9]=2)[NH:4][N:3]=1.CC1(C)C(C)(C)OB([C:31]2[CH:32]=[C:33]([S:37]([NH2:40])(=[O:39])=[O:38])[CH:34]=[CH:35][CH:36]=2)O1.C([O-])([O-])=O.[Na+].[Na+]. The catalyst is COCCOC.Cl[Pd](Cl)([P](C1C=CC=CC=1)(C1C=CC=CC=1)C1C=CC=CC=1)[P](C1C=CC=CC=1)(C1C=CC=CC=1)C1C=CC=CC=1. The product is [O:22]=[C:14]1[C@@:13]2([CH2:12][C@H:11]2[C:7]2[CH:6]=[C:5]3[C:10]([C:2]([C:31]4[CH:32]=[C:33]([S:37]([NH2:40])(=[O:39])=[O:38])[CH:34]=[CH:35][CH:36]=4)=[N:3][NH:4]3)=[CH:9][CH:8]=2)[C:21]2[C:16](=[CH:17][CH:18]=[CH:19][CH:20]=2)[NH:15]1. The yield is 0.0800. (2) The reactants are [Br:1][C:2]1[N:3]=[C:4]([NH:15]CC2C=CC(OC)=CC=2OC)[C:5]([NH:8][CH2:9][C:10](OCC)=[O:11])=[N:6][CH:7]=1.CO.[C:29]([OH:35])([C:31]([F:34])([F:33])[F:32])=[O:30]. No catalyst specified. The product is [F:32][C:31]([F:34])([F:33])[C:29]([OH:35])=[O:30].[Br:1][C:2]1[N:3]=[C:4]2[NH:15][C:10](=[O:11])[CH2:9][NH:8][C:5]2=[N:6][CH:7]=1. The yield is 0.960. (3) The reactants are [CH2:1]([O:8][C:9]([NH:11][C@@H:12]([CH2:20][NH2:21])[C:13]([O:15][C:16]([CH3:19])([CH3:18])[CH3:17])=[O:14])=[O:10])[C:2]1[CH:7]=[CH:6][CH:5]=[CH:4][CH:3]=1.ON1C2C=[CH:29][CH:30]=[CH:31][C:26]=2N=N1.[CH3:32][N:33]1[CH2:38][CH2:37]O[CH2:35][CH2:34]1.Cl.[CH2:40]([N:42]=[C:43]=[N:44][CH2:45][CH2:46][CH2:47][N:48](C)C)[CH3:41].[C:51](=O)([O-])[OH:52].[Na+]. The catalyst is O.CN(C)C=O. The product is [CH2:1]([O:8][C:9]([NH:11][C@@H:12]([CH2:20][NH:21][C:51](=[O:52])[C:31]1[CH:30]=[CH:29][CH:37]=[C:38]([N:33]2[CH2:32][CH2:41][CH:40]([NH:42][C:43]3[N:44]=[CH:45][CH:46]=[CH:47][N:48]=3)[CH2:35][CH2:34]2)[CH:26]=1)[C:13]([O:15][C:16]([CH3:17])([CH3:18])[CH3:19])=[O:14])=[O:10])[C:2]1[CH:3]=[CH:4][CH:5]=[CH:6][CH:7]=1. The yield is 0.950. (4) The reactants are [C:1]1([CH3:10])[CH:6]=[CH:5][C:4]([S:7]([CH3:9])=O)=[CH:3][CH:2]=1.[CH3:11][C:12]1[CH:17]=[CH:16][C:15]([CH3:18])=[C:14]([CH3:19])[C:13]=1[CH3:20].[F:21][C:22]([F:35])([F:34])[S:23]([O:26]S(C(F)(F)F)(=O)=O)(=[O:25])=[O:24]. The catalyst is C(OCC)C. The product is [O-:26][S:23]([C:22]([F:35])([F:34])[F:21])(=[O:25])=[O:24].[CH3:9][S+:7]([C:17]1[CH:16]=[C:15]([CH3:18])[C:14]([CH3:19])=[C:13]([CH3:20])[C:12]=1[CH3:11])[C:4]1[CH:5]=[CH:6][C:1]([CH3:10])=[CH:2][CH:3]=1. The yield is 0.768.